This data is from Full USPTO retrosynthesis dataset with 1.9M reactions from patents (1976-2016). The task is: Predict the reactants needed to synthesize the given product. (1) Given the product [Br:16][C:17]1[CH:24]=[CH:23][C:20]([CH2:21][O:15][CH2:14][C@:2]2([CH3:1])[O:7][C:6]3=[N:8][C:9]([N+:11]([O-:13])=[O:12])=[CH:10][N:5]3[CH2:4][CH2:3]2)=[CH:19][CH:18]=1, predict the reactants needed to synthesize it. The reactants are: [CH3:1][C@@:2]1([CH2:14][OH:15])[O:7][C:6]2=[N:8][C:9]([N+:11]([O-:13])=[O:12])=[CH:10][N:5]2[CH2:4][CH2:3]1.[Br:16][C:17]1[CH:24]=[CH:23][C:20]([CH2:21]Br)=[CH:19][CH:18]=1.[H-].[Na+]. (2) Given the product [F:1][C:2]1[CH:3]=[CH:4][C:5]([CH2:6][N:7]2[CH:11]=[C:10]([NH:12][C:13]([N:24]3[CH2:29][CH2:28][O:27][CH:26]([CH2:30][OH:31])[CH2:25]3)=[O:21])[CH:9]=[N:8]2)=[CH:22][CH:23]=1, predict the reactants needed to synthesize it. The reactants are: [F:1][C:2]1[CH:23]=[CH:22][C:5]([CH2:6][N:7]2[CH:11]=[C:10]([NH:12][C:13](=[O:21])OC3C=CC=CC=3)[CH:9]=[N:8]2)=[CH:4][CH:3]=1.[NH:24]1[CH2:29][CH2:28][O:27][CH:26]([CH2:30][OH:31])[CH2:25]1. (3) Given the product [C:1]([O:5][C:6]([N:8]1[CH2:12][CH2:11][CH:10]([C:13]2[C:21]3[O:20][C:19]([C:22](=[O:24])[CH3:23])=[C:18]([CH2:25][C:26]4[CH:31]=[CH:30][CH:29]=[C:28]([F:32])[CH:27]=4)[C:17]=3[CH:16]=[C:15]([F:33])[CH:14]=2)[CH2:9]1)=[O:7])([CH3:2])([CH3:3])[CH3:4], predict the reactants needed to synthesize it. The reactants are: [C:1]([O:5][C:6]([N:8]1[CH:12]=[CH:11][C:10]([C:13]2[C:21]3[O:20][C:19]([C:22](=[O:24])[CH3:23])=[C:18]([CH2:25][C:26]4[CH:31]=[CH:30][CH:29]=[C:28]([F:32])[CH:27]=4)[C:17]=3[CH:16]=[C:15]([F:33])[CH:14]=2)=[CH:9]1)=[O:7])([CH3:4])([CH3:3])[CH3:2].